From a dataset of Catalyst prediction with 721,799 reactions and 888 catalyst types from USPTO. Predict which catalyst facilitates the given reaction. (1) Reactant: [C:1]([NH:5][C:6](=[O:26])[C:7]1[CH:12]=[CH:11][CH:10]=[C:9]([CH2:13][N:14]2[C:22]3[C:17](=[CH:18][C:19]([N+:23]([O-])=O)=[CH:20][CH:21]=3)[CH:16]=[CH:15]2)[CH:8]=1)([CH3:4])([CH3:3])[CH3:2]. Product: [NH2:23][C:19]1[CH:18]=[C:17]2[C:22](=[CH:21][CH:20]=1)[N:14]([CH2:13][C:9]1[CH:8]=[C:7]([CH:12]=[CH:11][CH:10]=1)[C:6]([NH:5][C:1]([CH3:2])([CH3:3])[CH3:4])=[O:26])[CH:15]=[CH:16]2. The catalyst class is: 612. (2) Reactant: [Br:1][C:2]1[S:3][CH:4]=[C:5]([C@@H:7]2[CH2:9][C@H:8]2C(O)=O)[N:6]=1.[C:13]([OH:17])([CH3:16])([CH3:15])[CH3:14].C([N:20]([CH2:23]C)CC)C.C1(P(N=[N+]=[N-])(C2C=CC=CC=2)=[O:32])C=CC=CC=1. Product: [C:13]([O:17][C:23](=[O:32])[NH:20][C@@H:8]1[CH2:9][C@H:7]1[C:5]1[N:6]=[C:2]([Br:1])[S:3][CH:4]=1)([CH3:16])([CH3:15])[CH3:14]. The catalyst class is: 6. (3) Reactant: [CH2:1]([C:5]1[N:6]=[C:7]([CH3:27])[NH:8][C:9](=[O:26])[C:10]=1[CH2:11][C:12]1[CH:17]=[CH:16][C:15]([C:18]2[C:19]([C:24]#[N:25])=[CH:20][CH:21]=[CH:22][CH:23]=2)=[CH:14][CH:13]=1)[CH2:2][CH2:3][CH3:4].C(=O)([O-])[O-].[K+].[K+].Cl[CH2:35][C:36]1[N:37]=[C:38]([C:41]2[CH:46]=[CH:45][CH:44]=[CH:43][N:42]=2)[S:39][CH:40]=1.CN(C)C=O. Product: [CH2:1]([C:5]1[N:6]=[C:7]([CH3:27])[N:8]([CH2:35][C:36]2[N:37]=[C:38]([C:41]3[CH:46]=[CH:45][CH:44]=[CH:43][N:42]=3)[S:39][CH:40]=2)[C:9](=[O:26])[C:10]=1[CH2:11][C:12]1[CH:17]=[CH:16][C:15]([C:18]2[C:19]([C:24]#[N:25])=[CH:20][CH:21]=[CH:22][CH:23]=2)=[CH:14][CH:13]=1)[CH2:2][CH2:3][CH3:4]. The catalyst class is: 13. (4) Reactant: [Br:1][C:2]1[CH:8]=[CH:7][C:5]([NH2:6])=[CH:4][CH:3]=1.C([O-])([O-])=O.[K+].[K+].[CH2:15](Br)[C:16]1[CH:21]=[CH:20][CH:19]=[CH:18][CH:17]=1. Product: [CH2:15]([N:6]([CH2:15][C:16]1[CH:21]=[CH:20][CH:19]=[CH:18][CH:17]=1)[C:5]1[CH:7]=[CH:8][C:2]([Br:1])=[CH:3][CH:4]=1)[C:16]1[CH:21]=[CH:20][CH:19]=[CH:18][CH:17]=1. The catalyst class is: 23.